From a dataset of Peptide-MHC class II binding affinity with 134,281 pairs from IEDB. Regression. Given a peptide amino acid sequence and an MHC pseudo amino acid sequence, predict their binding affinity value. This is MHC class II binding data. (1) The peptide sequence is AKAIITPVVFYRSGT. The MHC is DRB1_0404 with pseudo-sequence DRB1_0404. The binding affinity (normalized) is 0.270. (2) The peptide sequence is APQINFFYYLGEPIV. The MHC is DRB5_0101 with pseudo-sequence DRB5_0101. The binding affinity (normalized) is 0.235. (3) The peptide sequence is SETSTEYERLLSMLN. The MHC is DRB1_0101 with pseudo-sequence DRB1_0101. The binding affinity (normalized) is 0.469. (4) The peptide sequence is CISMIGLCACVVDVW. The MHC is HLA-DQA10501-DQB10201 with pseudo-sequence HLA-DQA10501-DQB10201. The binding affinity (normalized) is 0.485.